The task is: Predict the product of the given reaction.. This data is from Forward reaction prediction with 1.9M reactions from USPTO patents (1976-2016). (1) Given the reactants [Br:1][C:2]1[CH:7]=[C:6]([N+]([O-])=O)[CH:5]=[C:4]([Br:11])[CH:3]=1.[OH-].[K+].CN(C)[C:16](=[O:20])N(C)C, predict the reaction product. The product is: [Br:1][C:2]1[CH:7]=[C:6]([O:20][CH2:16][C:2]2[CH:7]=[CH:6][CH:5]=[CH:4][CH:3]=2)[CH:5]=[C:4]([Br:11])[CH:3]=1. (2) Given the reactants [C:1]([NH:9][C:10]1[CH:15]=[CH:14][C:13]([C:16]2[CH:24]=[C:23]3[C:19]([CH2:20][N:21]([C@@H:26]([CH:31]([CH3:33])[CH3:32])[C:27]([O:29][CH3:30])=[O:28])[C:22]3=[O:25])=[CH:18][CH:17]=2)=[CH:12][CH:11]=1)(=[O:8])[C:2]1[CH:7]=[CH:6][CH:5]=[CH:4][CH:3]=1.NC1C=CC(C2C=C3C(CN([C@@H](C(C)C)C(OC)=O)C3=O)=CC=2)=CC=1.[O:59](C1C=CC(C(Cl)=O)=CC=1)[C:60]1[CH:65]=[CH:64][CH:63]=[CH:62][CH:61]=1, predict the reaction product. The product is: [CH3:32][CH:31]([CH3:33])[C@H:26]([N:21]1[CH2:20][C:19]2[C:23](=[CH:24][C:16]([C:13]3[CH:12]=[CH:11][C:10]([NH:9][C:1](=[O:8])[C:2]4[CH:3]=[CH:4][C:5]([O:59][C:60]5[CH:65]=[CH:64][CH:63]=[CH:62][CH:61]=5)=[CH:6][CH:7]=4)=[CH:15][CH:14]=3)=[CH:17][CH:18]=2)[C:22]1=[O:25])[C:27]([O:29][CH3:30])=[O:28]. (3) Given the reactants [Br:1][C:2]1[CH:10]=[CH:9][C:5]([C:6]([OH:8])=O)=[CH:4][C:3]=1[O:11][CH2:12][CH3:13].CCN(C(C)C)C(C)C.[CH2:23]([O:25][CH2:26][CH2:27][NH:28][CH2:29][CH3:30])C.CN(C(ON1N=NC2C=CC=NC1=2)=[N+](C)C)C.F[P-](F)(F)(F)(F)F, predict the reaction product. The product is: [Br:1][C:2]1[CH:10]=[CH:9][C:5]([C:6]([N:28]([CH2:29][CH3:30])[CH2:27][CH2:26][O:25][CH3:23])=[O:8])=[CH:4][C:3]=1[O:11][CH2:12][CH3:13].